Dataset: NCI-60 drug combinations with 297,098 pairs across 59 cell lines. Task: Regression. Given two drug SMILES strings and cell line genomic features, predict the synergy score measuring deviation from expected non-interaction effect. (1) Drug 1: CN(C)N=NC1=C(NC=N1)C(=O)N. Drug 2: CCN(CC)CCNC(=O)C1=C(NC(=C1C)C=C2C3=C(C=CC(=C3)F)NC2=O)C. Cell line: RPMI-8226. Synergy scores: CSS=17.8, Synergy_ZIP=7.67, Synergy_Bliss=16.5, Synergy_Loewe=10.1, Synergy_HSA=11.0. (2) Drug 1: C1CN1P(=S)(N2CC2)N3CC3. Drug 2: CC1=C(C(CCC1)(C)C)C=CC(=CC=CC(=CC(=O)O)C)C. Cell line: RPMI-8226. Synergy scores: CSS=41.4, Synergy_ZIP=-10.8, Synergy_Bliss=-7.75, Synergy_Loewe=-7.98, Synergy_HSA=-1.87. (3) Drug 1: CC12CCC3C(C1CCC2=O)CC(=C)C4=CC(=O)C=CC34C. Drug 2: CCN(CC)CCNC(=O)C1=C(NC(=C1C)C=C2C3=C(C=CC(=C3)F)NC2=O)C. Cell line: NCI-H460. Synergy scores: CSS=13.7, Synergy_ZIP=-3.87, Synergy_Bliss=-9.42, Synergy_Loewe=-10.5, Synergy_HSA=-10.8. (4) Drug 1: CNC(=O)C1=CC=CC=C1SC2=CC3=C(C=C2)C(=NN3)C=CC4=CC=CC=N4. Drug 2: CC1=C2C(C(=O)C3(C(CC4C(C3C(C(C2(C)C)(CC1OC(=O)C(C(C5=CC=CC=C5)NC(=O)OC(C)(C)C)O)O)OC(=O)C6=CC=CC=C6)(CO4)OC(=O)C)OC)C)OC. Cell line: SW-620. Synergy scores: CSS=59.1, Synergy_ZIP=23.2, Synergy_Bliss=22.8, Synergy_Loewe=6.44, Synergy_HSA=22.4. (5) Drug 1: CCCS(=O)(=O)NC1=C(C(=C(C=C1)F)C(=O)C2=CNC3=C2C=C(C=N3)C4=CC=C(C=C4)Cl)F. Drug 2: CC12CCC3C(C1CCC2=O)CC(=C)C4=CC(=O)C=CC34C. Cell line: NCI-H460. Synergy scores: CSS=15.6, Synergy_ZIP=2.35, Synergy_Bliss=3.93, Synergy_Loewe=-17.3, Synergy_HSA=2.70. (6) Drug 1: CC1=C2C(C(=O)C3(C(CC4C(C3C(C(C2(C)C)(CC1OC(=O)C(C(C5=CC=CC=C5)NC(=O)OC(C)(C)C)O)O)OC(=O)C6=CC=CC=C6)(CO4)OC(=O)C)OC)C)OC. Drug 2: C1C(C(OC1N2C=C(C(=O)NC2=O)F)CO)O. Cell line: SN12C. Synergy scores: CSS=46.5, Synergy_ZIP=-5.51, Synergy_Bliss=-6.05, Synergy_Loewe=-2.93, Synergy_HSA=1.95. (7) Drug 1: CC1=C(C=C(C=C1)NC(=O)C2=CC=C(C=C2)CN3CCN(CC3)C)NC4=NC=CC(=N4)C5=CN=CC=C5. Drug 2: CC(C)CN1C=NC2=C1C3=CC=CC=C3N=C2N. Cell line: COLO 205. Synergy scores: CSS=-0.659, Synergy_ZIP=1.49, Synergy_Bliss=2.76, Synergy_Loewe=-0.394, Synergy_HSA=-0.231.